From a dataset of Cav3 T-type calcium channel HTS with 100,875 compounds. Binary Classification. Given a drug SMILES string, predict its activity (active/inactive) in a high-throughput screening assay against a specified biological target. (1) The molecule is Brc1cc(c(OCC)cc1)/C=N\O. The result is 0 (inactive). (2) The molecule is O=C(Nc1ccccc1)CN(c1nc(cc(n1)C)C)C#N. The result is 0 (inactive). (3) The drug is S(=O)(=O)(NC1CCCCC1)c1cc(c(OCC(=O)N2CCN(CC2)C(OCC)=O)cc1)C. The result is 0 (inactive). (4) The compound is S\1C(CC(=O)Nc2ccc(N3CCOCC3)cc2)C(=O)N(C1=N\CC)CC. The result is 0 (inactive). (5) The compound is Clc1ccc(/C=C\C(=O)Nc2ccc(N3CCCCC3)cc2)cc1. The result is 0 (inactive).